Dataset: Catalyst prediction with 721,799 reactions and 888 catalyst types from USPTO. Task: Predict which catalyst facilitates the given reaction. (1) Reactant: [Cl:1][C:2]1[CH:3]=[CH:4][C:5]2[N:11]([CH3:12])[C:10](=[O:13])[CH:9]([N:14]=[C:15]=[S:16])[N:8]=[C:7]([C:17]3[CH:22]=[CH:21][CH:20]=[CH:19][CH:18]=3)[C:6]=2[CH:23]=1.[CH:24]1[C:33]2[CH:32]=[CH:31][CH:30]=[C:29]([NH2:34])[C:28]=2[CH:27]=[CH:26][N:25]=1. Product: [Cl:1][C:2]1[CH:3]=[CH:4][C:5]2[N:11]([CH3:12])[C:10](=[O:13])[CH:9]([NH:14][C:15]([NH:34][C:29]3[CH:30]=[CH:31][CH:32]=[C:33]4[C:28]=3[CH:27]=[CH:26][N:25]=[CH:24]4)=[S:16])[N:8]=[C:7]([C:17]3[CH:18]=[CH:19][CH:20]=[CH:21][CH:22]=3)[C:6]=2[CH:23]=1. The catalyst class is: 4. (2) The catalyst class is: 11. Product: [CH2:3]([O:10][C:21]1[N:22]=[C:23]([NH:31][C:32]2([CH2:37][OH:38])[CH2:36][CH2:35][CH2:34][CH2:33]2)[C:24]2[S:29][C:28](=[O:30])[NH:27][C:25]=2[N:26]=1)[C:4]1[CH:9]=[CH:8][CH:7]=[CH:6][CH:5]=1. Reactant: [H-].[Na+].[CH2:3]([OH:10])[C:4]1[CH:9]=[CH:8][CH:7]=[CH:6][CH:5]=1.C(S([C:21]1[N:22]=[C:23]([NH:31][C:32]2([CH2:37][OH:38])[CH2:36][CH2:35][CH2:34][CH2:33]2)[C:24]2[S:29][C:28](=[O:30])[NH:27][C:25]=2[N:26]=1)(=O)=O)C1C=CC=CC=1. (3) Reactant: [F:1][C:2]1[CH:9]=[C:8]([F:10])[CH:7]=[CH:6][C:3]=1[CH2:4]Br.O.Cl.[NH:13]1[CH2:18][CH2:17][C:16](=[O:19])[CH2:15][CH2:14]1.C(N(CC)CC)C. Product: [F:1][C:2]1[CH:9]=[C:8]([F:10])[CH:7]=[CH:6][C:3]=1[CH2:4][N:13]1[CH2:18][CH2:17][C:16](=[O:19])[CH2:15][CH2:14]1. The catalyst class is: 4.